From a dataset of Forward reaction prediction with 1.9M reactions from USPTO patents (1976-2016). Predict the product of the given reaction. (1) The product is: [Cl:31][C:32]1[C:33]([F:49])=[C:34]([C@H:38]([NH:40][C:41]([C@@H:43]2[CH2:48][C@@H:47]3[C@@H:45]([CH2:46]3)[N:44]2[C:21](=[O:23])[CH2:20][N:13]2[C:14]3=[CH:15][N:16]=[CH:17][CH:18]=[C:19]3[C:11]([C:8]([NH2:9])=[O:10])=[N:12]2)=[O:42])[CH3:39])[CH:35]=[CH:36][CH:37]=1. Given the reactants FC(F)(F)C(O)=O.[C:8]([C:11]1[C:19]2[C:14](=[CH:15][N:16]=[CH:17][CH:18]=2)[N:13]([CH2:20][C:21]([OH:23])=O)[N:12]=1)(=[O:10])[NH2:9].FC(F)(F)C(O)=O.[Cl:31][C:32]1[C:33]([F:49])=[C:34]([C@H:38]([NH:40][C:41]([C@@H:43]2[CH2:48][C@@H:47]3[C@@H:45]([CH2:46]3)[NH:44]2)=[O:42])[CH3:39])[CH:35]=[CH:36][CH:37]=1.CN(C(ON1N=NC2C=CC=CC1=2)=[N+](C)C)C.F[P-](F)(F)(F)(F)F.CCN(C(C)C)C(C)C, predict the reaction product. (2) Given the reactants [CH:1]1[C:13]2[C:4]([C:5](=O)[N:6]=[C:7]3[C:12]=2[CH:11]=[CH:10][CH:9]=[CH:8]3)=[N:3][N:2]=1.C1(P([N:29]=[N+]=[N-])(C2C=CC=CC=2)=O)C=CC=CC=1, predict the reaction product. The product is: [C:1]1([NH2:29])[NH:2][N:3]=[C:4]2[C:13]=1[C:12]1[CH:11]=[CH:10][CH:9]=[CH:8][C:7]=1[N:6]=[CH:5]2. (3) Given the reactants [OH-].[Na+].[CH2:3]([N:10]1[CH2:15][CH2:14][CH2:13][CH:12]([NH2:16])[CH2:11]1)[C:4]1[CH:9]=[CH:8][CH:7]=[CH:6][CH:5]=1, predict the reaction product. The product is: [CH2:3]([N:10]1[CH2:15][CH2:14][CH2:13][C@@H:12]([NH2:16])[CH2:11]1)[C:4]1[CH:5]=[CH:6][CH:7]=[CH:8][CH:9]=1. (4) The product is: [CH3:47][C:48]([CH3:54])([CH3:53])[CH2:49][C:50]([NH:46][C:42]1[CH:43]=[CH:44][CH:45]=[C:40]([C:9]2[C:10]3[C:15](=[CH:14][CH:13]=[C:12]([C:16]4[N:20]=[CH:19][N:18]([C:21]([C:28]5[CH:33]=[CH:32][CH:31]=[CH:30][CH:29]=5)([C:22]5[CH:27]=[CH:26][CH:25]=[CH:24][CH:23]=5)[C:34]5[CH:35]=[CH:36][CH:37]=[CH:38][CH:39]=5)[N:17]=4)[CH:11]=3)[N:7]([CH:2]3[CH2:3][CH2:4][CH2:5][CH2:6][O:1]3)[N:8]=2)[CH:41]=1)=[O:51]. Given the reactants [O:1]1[CH2:6][CH2:5][CH2:4][CH2:3][CH:2]1[N:7]1[C:15]2[C:10](=[CH:11][C:12]([C:16]3[N:20]=[CH:19][N:18]([C:21]([C:34]4[CH:39]=[CH:38][CH:37]=[CH:36][CH:35]=4)([C:28]4[CH:33]=[CH:32][CH:31]=[CH:30][CH:29]=4)[C:22]4[CH:27]=[CH:26][CH:25]=[CH:24][CH:23]=4)[N:17]=3)=[CH:13][CH:14]=2)[C:9]([C:40]2[CH:41]=[C:42]([NH2:46])[CH:43]=[CH:44][CH:45]=2)=[N:8]1.[CH3:47][C:48]([CH3:54])([CH3:53])[CH2:49][C:50](Cl)=[O:51].C(N(CC)CC)C, predict the reaction product. (5) Given the reactants [O:1]=[C:2]1[C:10]2([CH2:14][O:13][C:12]3[CH:15]=[C:16]4[C:20](=[CH:21][C:11]2=3)[CH2:19][CH2:18][O:17]4)[C:9]2[C:4](=[CH:5][CH:6]=[CH:7][CH:8]=2)[N:3]1[CH2:22][C:23]1[CH:24]=[C:25]([CH:31]=[CH:32][CH:33]=1)[O:26][CH2:27][C:28](O)=[O:29].C(Cl)(=O)C([Cl:37])=O, predict the reaction product. The product is: [O:1]=[C:2]1[C:10]2([CH2:14][O:13][C:12]3[CH:15]=[C:16]4[C:20](=[CH:21][C:11]2=3)[CH2:19][CH2:18][O:17]4)[C:9]2[C:4](=[CH:5][CH:6]=[CH:7][CH:8]=2)[N:3]1[CH2:22][C:23]1[CH:24]=[C:25]([CH:31]=[CH:32][CH:33]=1)[O:26][CH2:27][C:28]([Cl:37])=[O:29]. (6) Given the reactants [CH3:1][C:2]1[CH:10]=[CH:9][C:8]2[NH:7][C:6]3[CH2:11][CH2:12][N:13]4[CH:17]([C:5]=3[C:4]=2[CH:3]=1)[CH2:16][CH2:15][CH2:14]4.[H-].[Na+].[F:20][C:21]1[CH:22]=[N:23][CH:24]=[CH:25][C:26]=1[CH:27]1[CH2:29][O:28]1, predict the reaction product. The product is: [F:20][C:21]1[CH:22]=[N:23][CH:24]=[CH:25][C:26]=1[CH:27]([OH:28])[CH2:29][N:7]1[C:8]2[CH:9]=[CH:10][C:2]([CH3:1])=[CH:3][C:4]=2[C:5]2[CH:17]3[N:13]([CH2:12][CH2:11][C:6]1=2)[CH2:14][CH2:15][CH2:16]3. (7) Given the reactants [N+:1]([C:4]1[CH:9]=[CH:8][C:7]([N:10]2[CH2:15][CH2:14][O:13][CH2:12][CH2:11]2)=[CH:6][C:5]=1[C:16]([F:19])([F:18])[F:17])([O-])=O.C1(C)C=CC=CC=1, predict the reaction product. The product is: [N:10]1([C:7]2[CH:8]=[CH:9][C:4]([NH2:1])=[C:5]([C:16]([F:18])([F:17])[F:19])[CH:6]=2)[CH2:15][CH2:14][O:13][CH2:12][CH2:11]1.